From a dataset of Reaction yield outcomes from USPTO patents with 853,638 reactions. Predict the reaction yield, written as a fraction of the theoretical maximum amount of product (1.0 means a 100% yield; for example, 0.34 means a 34% yield). (1) The reactants are [CH:1]1([C:4]2[S:8][CH:7]=[N:6][C:5]=2[CH2:9][N:10]2[C:15]3[N:16]=[C:17]([S:20][CH3:21])[N:18]=[CH:19][C:14]=3[CH:13]=[CH:12][C:11]2=[O:22])[CH2:3][CH2:2]1.ClC1C=CC=C(C(OO)=[O:31])C=1. The catalyst is ClCCl. The product is [CH:1]1([C:4]2[S:8][CH:7]=[N:6][C:5]=2[CH2:9][N:10]2[C:15]3[N:16]=[C:17]([S:20]([CH3:21])=[O:31])[N:18]=[CH:19][C:14]=3[CH:13]=[CH:12][C:11]2=[O:22])[CH2:2][CH2:3]1. The yield is 0.670. (2) The reactants are C(O[C:4](=[O:22])[C:5](=[CH:11][NH:12][C:13]1[CH:18]=[CH:17][CH:16]=[CH:15][C:14]=1[N+:19]([O-:21])=[O:20])[C:6]([O:8][CH2:9][CH3:10])=[O:7])C.CCCCCC.C(OCC)(=O)C.C(OCC)C. The catalyst is C1(OC2C=CC=CC=2)C=CC=CC=1. The product is [CH2:9]([O:8][C:6]([C:5]1[C:4](=[O:22])[C:18]2[C:13](=[C:14]([N+:19]([O-:21])=[O:20])[CH:15]=[CH:16][CH:17]=2)[NH:12][CH:11]=1)=[O:7])[CH3:10]. The yield is 0.590.